This data is from Forward reaction prediction with 1.9M reactions from USPTO patents (1976-2016). The task is: Predict the product of the given reaction. (1) Given the reactants [C:1]1(=[O:7])O[C:4](=[O:5])[CH:3]=[CH:2]1.[Cl:8][C:9]1[CH:10]=[C:11]([CH:13]=[CH:14][C:15]=1[Cl:16])[NH2:12], predict the reaction product. The product is: [Cl:8][C:9]1[CH:10]=[C:11]([N:12]2[C:4](=[O:5])[CH:3]=[CH:2][C:1]2=[O:7])[CH:13]=[CH:14][C:15]=1[Cl:16]. (2) Given the reactants [F:1][CH2:2][C:3]1([NH:21][C:22](=[O:28])[O:23][C:24]([CH3:27])([CH3:26])[CH3:25])[CH2:7][CH2:6][N:5]([C@H:8]([C:13]2[CH:14]=[N:15][C:16]([NH:19][NH2:20])=[CH:17][CH:18]=2)[C:9]([F:12])([F:11])[F:10])[CH2:4]1.[CH:29]([O:32][C:33]1[CH:34]=[CH:35][CH:36]=[C:37]2[C:42]=1[N:41]=[C:40]([CH:43]=O)[CH:39]=[CH:38]2)([CH3:31])[CH3:30], predict the reaction product. The product is: [F:1][CH2:2][C:3]1([NH:21][C:22](=[O:28])[O:23][C:24]([CH3:25])([CH3:27])[CH3:26])[CH2:7][CH2:6][N:5]([C@H:8]([C:13]2[CH:18]=[CH:17][C:16]3[N:15]([C:43]([C:40]4[CH:39]=[CH:38][C:37]5[C:42](=[C:33]([O:32][CH:29]([CH3:31])[CH3:30])[CH:34]=[CH:35][CH:36]=5)[N:41]=4)=[N:20][N:19]=3)[CH:14]=2)[C:9]([F:12])([F:10])[F:11])[CH2:4]1. (3) Given the reactants [Cl:1][C:2]1[CH:7]=[CH:6][CH:5]=[CH:4][C:3]=1[CH:8]([N:18]([C:39]1[CH:44]=[CH:43][CH:42]=[C:41]([F:45])[CH:40]=1)[C:19]([C@@H:21]1[CH2:25][N:24]([CH2:26][C:27](OCC)=[O:28])[C:23](=[O:32])[N:22]1[C:33]1[N:38]=CC=CN=1)=[O:20])[C:9]([NH:11][CH:12]1[CH2:15][C:14]([F:17])([F:16])[CH2:13]1)=[O:10].[Li+].[BH4-], predict the reaction product. The product is: [Cl:1][C:2]1[CH:7]=[CH:6][CH:5]=[CH:4][C:3]=1[CH:8]([N:18]([C:39]1[CH:44]=[CH:43][CH:42]=[C:41]([F:45])[CH:40]=1)[C:19]([C@@H:21]1[CH2:25][N:24]([CH2:26][CH2:27][OH:28])[C:23](=[O:32])[N:22]1[C:33]1[CH:4]=[C:3]([C:8]#[N:18])[CH:2]=[CH:7][N:38]=1)=[O:20])[C:9]([NH:11][CH:12]1[CH2:15][C:14]([F:16])([F:17])[CH2:13]1)=[O:10]. (4) Given the reactants C(P(C12CC3CC(CC(C3)C1)C2)C12CC3CC(CC(C3)C1)C2)CCC.Cl[C:27]1[CH:32]=[C:31]([NH:33][C:34]2[N:39]=[C:38]([CH3:40])[CH:37]=[CH:36][N:35]=2)[CH:30]=[C:29]([CH3:41])[N:28]=1.[OH:42][C:43]1([C:55]2[S:56][CH:57]=[CH:58][N:59]=2)[CH2:48][CH2:47][CH:46]([C:49]([O:51][CH3:52])=[O:50])[C:45]([CH3:54])([CH3:53])[CH2:44]1.[F-].[Cs+].C(O)(=O)C(C)(C)C, predict the reaction product. The product is: [OH:42][C:43]1([C:55]2[S:56][C:57]([C:27]3[CH:32]=[C:31]([NH:33][C:34]4[N:39]=[C:38]([CH3:40])[CH:37]=[CH:36][N:35]=4)[CH:30]=[C:29]([CH3:41])[N:28]=3)=[CH:58][N:59]=2)[CH2:48][CH2:47][CH:46]([C:49]([O:51][CH3:52])=[O:50])[C:45]([CH3:53])([CH3:54])[CH2:44]1. (5) The product is: [Cl:36][C:23]1[N:22]=[C:21]([S:4][CH2:1][CH2:2][CH3:3])[C:26]([C:27]([NH:29][CH:30]2[CH2:35][CH2:34][CH2:33][CH2:32][CH2:31]2)=[O:28])=[CH:25][CH:24]=1. Given the reactants [CH2:1]([SH:4])[CH2:2][CH3:3].C[Si]([N-][Si](C)(C)C)(C)C.[Na+].C1COCC1.Cl[C:21]1[C:26]([C:27]([NH:29][CH:30]2[CH2:35][CH2:34][CH2:33][CH2:32][CH2:31]2)=[O:28])=[CH:25][CH:24]=[C:23]([Cl:36])[N:22]=1, predict the reaction product. (6) Given the reactants [CH3:1][O:2][C:3]1[CH:11]=[C:10]2[C:6]([CH:7]=[CH:8][N:9]2[S:12]([C:15]2[CH:20]=[CH:19][CH:18]=[CH:17][CH:16]=2)(=[O:14])=[O:13])=[CH:5][C:4]=1[O:21][CH2:22][CH2:23][NH:24][C:25](=O)[CH3:26].P(Cl)(Cl)(Cl)=O, predict the reaction product. The product is: [CH3:1][O:2][C:3]1[CH:11]=[C:10]2[C:6]([CH:7]=[CH:8][N:9]2[S:12]([C:15]2[CH:16]=[CH:17][CH:18]=[CH:19][CH:20]=2)(=[O:13])=[O:14])=[C:5]2[C:25]([CH3:26])=[N:24][CH2:23][CH2:22][O:21][C:4]=12. (7) Given the reactants [CH2:1]([O:8][C:9]([C:11]1[C@@H:12]2[CH2:35][CH2:34][C@@H:33]([CH2:36][CH2:37][O:38][C:39](=[O:47])[C:40]3[CH:45]=[CH:44][C:43]([Br:46])=[CH:42][CH:41]=3)[N:13]2[C:14](=[N:18]S(C2C(C)=CC(OC)=C(C)C=2C)(=O)=O)[NH:15][C:16]=1[CH3:17])=[O:10])[C:2]1[CH:7]=[CH:6][CH:5]=[CH:4][CH:3]=1.C(O)(C(F)(F)F)=O.[Br:55][C:56]1[CH:64]=[CH:63][C:59]([C:60](Cl)=[O:61])=[CH:58][CH:57]=1.NC(N)=N.CCN(CC)CC, predict the reaction product. The product is: [CH2:1]([O:8][C:9]([C:11]1[C@@H:12]2[CH2:35][CH2:34][C@@H:33]([CH2:36][CH2:37][O:38][C:39](=[O:47])[C:40]3[CH:45]=[CH:44][C:43]([Br:46])=[CH:42][CH:41]=3)[N:13]2[C:14](=[N:18][C:60](=[O:61])[C:59]2[CH:63]=[CH:64][C:56]([Br:55])=[CH:57][CH:58]=2)[NH:15][C:16]=1[CH3:17])=[O:10])[C:2]1[CH:7]=[CH:6][CH:5]=[CH:4][CH:3]=1. (8) Given the reactants [CH2:1]([O:11][C:12]1[CH:17]=[CH:16][C:15](I)=[CH:14][CH:13]=1)[CH2:2][CH2:3][CH2:4][CH2:5][CH2:6][CH2:7][CH2:8][CH2:9][CH3:10].[C:19]([C:21]1[CH:26]=[CH:25][C:24]([C:27]#[CH:28])=[CH:23][CH:22]=1)#[CH:20], predict the reaction product. The product is: [CH2:1]([O:11][C:12]1[CH:17]=[CH:16][CH:15]=[CH:14][C:13]=1[C:20]#[C:19][C:21]1[CH:26]=[CH:25][C:24]([C:27]#[C:28][C:17]2[CH:16]=[CH:15][CH:14]=[CH:13][C:12]=2[O:11][CH2:1][CH2:2][CH2:3][CH2:4][CH2:5][CH2:6][CH2:7][CH2:8][CH2:9][CH3:10])=[CH:23][CH:22]=1)[CH2:2][CH2:3][CH2:4][CH2:5][CH2:6][CH2:7][CH2:8][CH2:9][CH3:10].